From a dataset of Reaction yield outcomes from USPTO patents with 853,638 reactions. Predict the reaction yield, written as a fraction of the theoretical maximum amount of product (1.0 means a 100% yield; for example, 0.34 means a 34% yield). (1) The reactants are [F:1][C:2]1[CH:3]=[C:4]([C:9]2[CH:14]=[CH:13][C:12]([S:15]([CH3:18])(=[O:17])=[O:16])=[CH:11][CH:10]=2)[CH:5]=[CH:6][C:7]=1[OH:8].[C:19]([N:26]1[CH2:31][CH2:30][CH:29]([CH2:32]O)[CH2:28][CH2:27]1)([O:21][C:22]([CH3:25])([CH3:24])[CH3:23])=[O:20].C1C=CC(P(C2C=CC=CC=2)C2C=CC=CC=2)=CC=1.N(C(OC(C)C)=O)=NC(OC(C)C)=O. The catalyst is C1COCC1. The product is [F:1][C:2]1[CH:3]=[C:4]([C:9]2[CH:10]=[CH:11][C:12]([S:15]([CH3:18])(=[O:17])=[O:16])=[CH:13][CH:14]=2)[CH:5]=[CH:6][C:7]=1[O:8][CH2:32][CH:29]1[CH2:30][CH2:31][N:26]([C:19]([O:21][C:22]([CH3:23])([CH3:25])[CH3:24])=[O:20])[CH2:27][CH2:28]1. The yield is 0.880. (2) The reactants are [C:1](Cl)(=[O:6])[CH2:2][CH:3]([CH3:5])[CH3:4].[Cl-].[Al+3].[Cl-].[Cl-].[C:12]1([O:18][CH3:19])[CH:17]=[CH:16][CH:15]=[CH:14][CH:13]=1. The catalyst is ClCCl. The product is [CH3:19][O:18][C:12]1[CH:17]=[CH:16][C:15]([C:1](=[O:6])[CH2:2][CH:3]([CH3:5])[CH3:4])=[CH:14][CH:13]=1. The yield is 0.986.